This data is from Forward reaction prediction with 1.9M reactions from USPTO patents (1976-2016). The task is: Predict the product of the given reaction. (1) Given the reactants [Cl:1][C:2]1[C:15]([Cl:16])=[CH:14][C:5]2[NH:6][C:7]([CH2:9][C:10]([F:13])([F:12])[F:11])=[N:8][C:4]=2[CH:3]=1.[H-].[Na+].[N+:19]([C:22]1[CH:23]=[C:24]([CH:27]=[CH:28][CH:29]=1)[CH2:25]Br)([O-:21])=[O:20], predict the reaction product. The product is: [Cl:16][C:15]1[C:2]([Cl:1])=[CH:3][C:4]2[N:8]([CH2:25][C:24]3[CH:27]=[CH:28][CH:29]=[C:22]([N+:19]([O-:21])=[O:20])[CH:23]=3)[C:7]([CH2:9][C:10]([F:12])([F:13])[F:11])=[N:6][C:5]=2[CH:14]=1. (2) The product is: [F:1][C:2]1[CH:7]=[CH:6][C:5]([NH:8][C:9](=[O:20])[C:10]2[CH:15]=[CH:14][CH:13]=[C:12]([C:16]([F:19])([F:17])[F:18])[CH:11]=2)=[CH:4][C:3]=1[C:21]1[N:26]2[N:27]=[CH:28][C:29]([C:30]([O:32][CH3:33])=[O:31])=[C:25]2[N:24]=[CH:23][CH:22]=1. Given the reactants [F:1][C:2]1[CH:7]=[CH:6][C:5]([NH:8][C:9](=[O:20])[C:10]2[CH:15]=[CH:14][CH:13]=[C:12]([C:16]([F:19])([F:18])[F:17])[CH:11]=2)=[CH:4][C:3]=1[C:21]1[N:26]2[N:27]=[CH:28][C:29]([C:30]([O:32][CH2:33]C)=[O:31])=[C:25]2[N:24]=[CH:23][CH:22]=1.CO.[OH-].[Na+].Cl, predict the reaction product. (3) Given the reactants C([O:4][C:5]1[C:12]([O:13]C(C)C)=[CH:11][C:8]([C:9]#[N:10])=[C:7]([S:17][C:18]2[CH:23]=[CH:22][C:21]([C:24]([F:27])([F:26])[F:25])=[CH:20][CH:19]=2)[C:6]=1[C:28]#[N:29])(C)C.B(Br)(Br)Br.CO, predict the reaction product. The product is: [OH:4][C:5]1[C:12]([OH:13])=[CH:11][C:8]([C:9]#[N:10])=[C:7]([S:17][C:18]2[CH:19]=[CH:20][C:21]([C:24]([F:27])([F:25])[F:26])=[CH:22][CH:23]=2)[C:6]=1[C:28]#[N:29].